Predict the product of the given reaction. From a dataset of Forward reaction prediction with 1.9M reactions from USPTO patents (1976-2016). (1) The product is: [Br:5][C:6]1[C:10]2[CH:11]=[CH:12][CH:13]=[CH:14][C:9]=2[S:8][C:7]=1[N+:1]([O-:4])=[O:2]. Given the reactants [N+:1]([O-:4])(O)=[O:2].[Br:5][C:6]1[C:10]2[CH:11]=[CH:12][CH:13]=[CH:14][C:9]=2[S:8][CH:7]=1, predict the reaction product. (2) The product is: [CH2:15]([N:22]([CH2:41][C:42]1[CH:47]=[CH:46][CH:45]=[CH:44][CH:43]=1)[CH2:23][CH2:24][C:25]1[CH:40]=[CH:39][C:28]([O:29][C:30]2[CH:38]=[CH:37][C:33]([C:34]([NH2:36])=[O:35])=[CH:32][N:31]=2)=[CH:27][CH:26]=1)[C:16]1[CH:17]=[CH:18][CH:19]=[CH:20][CH:21]=1. Given the reactants C(O[BH-](OC(=O)C)OC(=O)C)(=O)C.[Na+].[CH2:15]([NH:22][CH2:23][CH2:24][C:25]1[CH:40]=[CH:39][C:28]([O:29][C:30]2[CH:38]=[CH:37][C:33]([C:34]([NH2:36])=[O:35])=[CH:32][N:31]=2)=[CH:27][CH:26]=1)[C:16]1[CH:21]=[CH:20][CH:19]=[CH:18][CH:17]=1.[CH:41](=O)[C:42]1[CH:47]=[CH:46][CH:45]=[CH:44][CH:43]=1.C(O)(=O)C.[OH-].[Na+], predict the reaction product. (3) Given the reactants F[C:2](F)(F)[C:3]([OH:5])=O.[CH2:8]([N:15]1[C@@H:20]2[C@H:21](C(O)=O)[CH2:22][C@@:16]1([C:42]1[CH:47]=[CH:46][CH:45]=[CH:44][CH:43]=1)[C@H:17]([O:26][CH2:27][C:28]1[CH:33]=[C:32]([C:34]([F:37])([F:36])[F:35])[CH:31]=[C:30]([C:38]([F:41])([F:40])[F:39])[CH:29]=1)[CH2:18][CH2:19]2)[C:9]1[CH:14]=[CH:13][CH:12]=[CH:11][CH:10]=1.C(Cl)(=O)C(Cl)=O.[N-:54]=[N+:55]=[N-:56].[Na+].[N-:58]=C=O, predict the reaction product. The product is: [C:3]([NH:58][C@@H:21]1[CH2:22][C@:16]2([C:42]3[CH:47]=[CH:46][CH:45]=[CH:44][CH:43]=3)[N:15]([CH2:8][C:9]3[CH:10]=[CH:11][CH:12]=[CH:13][CH:14]=3)[C@H:20]1[CH2:19][CH2:18][C@@:17]2([N:54]=[N+:55]=[N-:56])[O:26][CH2:27][C:28]1[CH:29]=[C:30]([C:38]([F:41])([F:39])[F:40])[CH:31]=[C:32]([C:34]([F:37])([F:35])[F:36])[CH:33]=1)(=[O:5])[CH3:2]. (4) The product is: [CH:18]([C@@H:8]1[CH2:9][C@H:10]([N:13]([CH:15]([CH3:16])[CH3:17])[CH3:14])[CH2:11][CH2:12][C@@H:7]1[N:4]1[CH2:5][CH2:6][C@H:2]([NH:1][C:30]2[C:39]3[C:34](=[CH:35][CH:36]=[C:37]([C:40]([F:42])([F:43])[F:41])[CH:38]=3)[N:33]=[CH:32][N:31]=2)[C:3]1=[O:21])([CH3:20])[CH3:19].[CH:18]([C@@H:8]1[CH2:9][C@@H:10]([N:13]([CH:15]([CH3:16])[CH3:17])[CH3:14])[CH2:11][CH2:12][C@@H:7]1[N:4]1[CH2:5][CH2:6][C@H:2]([NH:1][C:30]2[C:39]3[C:34](=[CH:35][CH:36]=[C:37]([C:40]([F:42])([F:43])[F:41])[CH:38]=3)[N:33]=[CH:32][N:31]=2)[C:3]1=[O:21])([CH3:20])[CH3:19]. Given the reactants [NH2:1][C@H:2]1[CH2:6][CH2:5][N:4]([C@H:7]2[CH2:12][CH2:11][CH:10]([N:13]([CH:15]([CH3:17])[CH3:16])[CH3:14])[CH2:9][C@H:8]2[CH:18]([CH3:20])[CH3:19])[C:3]1=[O:21].C(N(CC)CC)C.Cl[C:30]1[C:39]2[C:34](=[CH:35][CH:36]=[C:37]([C:40]([F:43])([F:42])[F:41])[CH:38]=2)[N:33]=[CH:32][N:31]=1, predict the reaction product. (5) Given the reactants [NH:1]1[CH:5]=[CH:4][CH:3]=[CH:2]1.[F:6][C:7]1[CH:14]=[CH:13][C:10]([CH2:11]Br)=[CH:9][CH:8]=1.[OH-].[Na+], predict the reaction product. The product is: [F:6][C:7]1[CH:14]=[CH:13][C:10]([CH2:11][N:1]2[CH:5]=[CH:4][CH:3]=[CH:2]2)=[CH:9][CH:8]=1. (6) Given the reactants [Cl:1][C:2]1[CH:7]=[CH:6][C:5]([C:8]2[O:12][C:11]([C:13]([O:15]CC)=O)=[N:10][N:9]=2)=[CH:4][CH:3]=1.[C-]#N.[Na+].Cl.[OH:22][CH:23]1[CH2:26][NH:25][CH2:24]1.C(N(CC)CC)C, predict the reaction product. The product is: [Cl:1][C:2]1[CH:3]=[CH:4][C:5]([C:8]2[O:12][C:11]([C:13]([N:25]3[CH2:26][CH:23]([OH:22])[CH2:24]3)=[O:15])=[N:10][N:9]=2)=[CH:6][CH:7]=1. (7) Given the reactants [C:1]1([CH2:7][O:8][C:9]2[CH:24]=[C:23]([C:25]([N:27]3[CH2:32][CH2:31][CH2:30][CH2:29][CH2:28]3)=[O:26])[C:22]([C:33]([F:36])([F:35])[F:34])=[CH:21][C:10]=2[C:11]([O:13]CC2C=CC=CC=2)=[O:12])[CH:6]=[CH:5][CH:4]=[CH:3][CH:2]=1.[Li+].[OH-].O.Cl, predict the reaction product. The product is: [C:1]1([CH2:7][O:8][C:9]2[CH:24]=[C:23]([C:25]([N:27]3[CH2:28][CH2:29][CH2:30][CH2:31][CH2:32]3)=[O:26])[C:22]([C:33]([F:36])([F:34])[F:35])=[CH:21][C:10]=2[C:11]([OH:13])=[O:12])[CH:2]=[CH:3][CH:4]=[CH:5][CH:6]=1. (8) Given the reactants [Br:1][C:2]1[CH:7]=[C:6]([N+:8]([O-:10])=[O:9])[CH:5]=[CH:4][C:3]=1[OH:11].C1(P(C2C=CC=CC=2)C2C=CC=CC=2)C=CC=CC=1.[F:31][C:32]1[CH:33]=[C:34]([CH:37]=[CH:38][CH:39]=1)[CH2:35]O.CC(OC(/N=N/C(OC(C)C)=O)=O)C, predict the reaction product. The product is: [Br:1][C:2]1[CH:7]=[C:6]([N+:8]([O-:10])=[O:9])[CH:5]=[CH:4][C:3]=1[O:11][CH2:35][C:34]1[CH:37]=[CH:38][CH:39]=[C:32]([F:31])[CH:33]=1. (9) Given the reactants C([NH:5][S:6]([C:9]1[S:13][C:12]([C:14]2[N:19]=[C:18]([NH:20][C:21]3[CH:25]=[C:24]([CH:26]4[CH2:28][CH2:27]4)[NH:23][N:22]=3)[C:17]([C:29]([OH:31])=[O:30])=[CH:16][N:15]=2)=[CH:11][CH:10]=1)(=[O:8])=[O:7])(C)(C)C.B(Cl)(Cl)Cl, predict the reaction product. The product is: [CH:26]1([C:24]2[NH:23][N:22]=[C:21]([NH:20][C:18]3[C:17]([C:29]([OH:31])=[O:30])=[CH:16][N:15]=[C:14]([C:12]4[S:13][C:9]([S:6](=[O:8])(=[O:7])[NH2:5])=[CH:10][CH:11]=4)[N:19]=3)[CH:25]=2)[CH2:27][CH2:28]1. (10) Given the reactants [F:1][C:2]1[CH:3]=[CH:4][C:5]([O:13][CH3:14])=[C:6]2[C:11]=1[N:10]=[C:9]([CH3:12])[CH:8]=[CH:7]2.COC1C=CC=C2C=1CC[C@H](C)N2, predict the reaction product. The product is: [F:1][C:2]1[CH:3]=[CH:4][C:5]([O:13][CH3:14])=[C:6]2[C:11]=1[NH:10][C@@H:9]([CH3:12])[CH2:8][CH2:7]2.